From a dataset of Forward reaction prediction with 1.9M reactions from USPTO patents (1976-2016). Predict the product of the given reaction. Given the reactants Br[CH2:2][C:3]1[N:8]=[C:7]2[N:9]=[C:10]([C:12]3[CH:17]=[CH:16][CH:15]=[C:14]([N+:18]([O-:20])=[O:19])[CH:13]=3)[O:11][C:6]2=[CH:5][CH:4]=1.CCN(CC)CC.[C:28]([N:35]1[CH2:40][CH2:39][NH:38][CH2:37][CH2:36]1)([O:30][C:31]([CH3:34])([CH3:33])[CH3:32])=[O:29], predict the reaction product. The product is: [C:31]([O:30][C:28]([N:35]1[CH2:40][CH2:39][N:38]([CH2:2][C:3]2[N:8]=[C:7]3[N:9]=[C:10]([C:12]4[CH:17]=[CH:16][CH:15]=[C:14]([N+:18]([O-:20])=[O:19])[CH:13]=4)[O:11][C:6]3=[CH:5][CH:4]=2)[CH2:37][CH2:36]1)=[O:29])([CH3:34])([CH3:32])[CH3:33].